This data is from Forward reaction prediction with 1.9M reactions from USPTO patents (1976-2016). The task is: Predict the product of the given reaction. Given the reactants F[B-](F)(F)F.[F:6][S:7]([F:19])([F:18])([F:17])([F:16])[C:8]1[CH:13]=[CH:12][C:11]([N+]#N)=[CH:10][CH:9]=1, predict the reaction product. The product is: [C:8]1([S:7]([F:19])([F:6])([F:16])([F:17])[F:18])[CH:9]=[CH:10][CH:11]=[CH:12][CH:13]=1.